The task is: Predict the reaction yield, written as a fraction of the theoretical maximum amount of product (1.0 means a 100% yield; for example, 0.34 means a 34% yield).. This data is from Reaction yield outcomes from USPTO patents with 853,638 reactions. (1) The reactants are [CH3:1][C:2]1[CH:3]=[C:4]2[C:9](=[CH:10][CH:11]=1)[NH:8][C:7](=[O:12])[C:6]([C:13]#[N:14])=[C:5]2[N:15]1[CH2:20][CH2:19][N:18]([C:21]([C:23]2[S:24][CH:25]=[CH:26][CH:27]=2)=[O:22])[CH2:17][CH2:16]1.Cl.[CH3:29][N:30]([CH3:34])[CH2:31][CH2:32]Cl.C(=O)([O-])[O-].[K+].[K+]. The catalyst is CN(C=O)C. The product is [CH3:29][N:30]([CH3:34])[CH2:31][CH2:32][N:8]1[C:9]2[C:4](=[CH:3][C:2]([CH3:1])=[CH:11][CH:10]=2)[C:5]([N:15]2[CH2:16][CH2:17][N:18]([C:21]([C:23]3[S:24][CH:25]=[CH:26][CH:27]=3)=[O:22])[CH2:19][CH2:20]2)=[C:6]([C:13]#[N:14])[C:7]1=[O:12]. The yield is 0.240. (2) The reactants are [NH2:1][C:2]1[C:7]([CH3:8])=[C:6]([O:9][CH3:10])[CH:5]=[CH:4][C:3]=1[C:11]([CH3:13])=[O:12].[CH:14]([C:17]1[N:18]=[C:19]([C:22](Cl)=[O:23])[S:20][CH:21]=1)([CH3:16])[CH3:15]. The catalyst is O1CCOCC1. The product is [CH:14]([C:17]1[N:18]=[C:19]([C:22]([NH:1][C:2]2[C:7]([CH3:8])=[C:6]([O:9][CH3:10])[CH:5]=[CH:4][C:3]=2[C:11](=[O:12])[CH3:13])=[O:23])[S:20][CH:21]=1)([CH3:16])[CH3:15]. The yield is 0.900. (3) The reactants are [CH3:1][N:2]([CH3:24])[C:3]1[C:8]([CH3:9])=[CH:7][C:6]([PH:10](=O)[C:11]2[CH:16]=[C:15]([CH3:17])[C:14]([N:18]([CH3:20])[CH3:19])=[C:13]([CH3:21])[CH:12]=2)=[CH:5][C:4]=1[CH3:23].[BH3:25].O1CCCC1. The catalyst is C1(C)C=CC=CC=1. The product is [CH3:24][N:2]([CH3:1])[C:3]1[C:8]([CH3:9])=[CH:7][C:6]([PH:10][C:11]2[CH:16]=[C:15]([CH3:17])[C:14]([N:18]([CH3:19])[CH3:20])=[C:13]([CH3:21])[CH:12]=2)=[CH:5][C:4]=1[CH3:23].[BH3:25]. The yield is 0.650. (4) The reactants are C([O:8][C:9]1[CH:14]=[C:13]([O:15]CC2C=CC=CC=2)[C:12]([C:23]2[CH:28]=[C:27]([CH:29]([CH3:31])[CH3:30])[CH:26]=[CH:25][C:24]=2[O:32][CH3:33])=[CH:11][C:10]=1[C:34]1[N:38]([CH2:39][CH2:40][CH2:41][O:42][CH3:43])[N:37]=[N:36][N:35]=1)C1C=CC=CC=1.[H][H]. The catalyst is CO.[Pd]. The product is [CH:29]([C:27]1[CH:26]=[CH:25][C:24]([O:32][CH3:33])=[C:23]([C:12]2[C:13]([OH:15])=[CH:14][C:9]([OH:8])=[C:10]([C:34]3[N:38]([CH2:39][CH2:40][CH2:41][O:42][CH3:43])[N:37]=[N:36][N:35]=3)[CH:11]=2)[CH:28]=1)([CH3:31])[CH3:30]. The yield is 0.710. (5) The reactants are C(ON=O)CC(C)C.I[CH2:10][I:11].[NH2:12][C:13]1[N:17]([CH2:18][CH2:19][O:20][CH2:21][CH2:22][NH:23][C:24](=[O:30])[O:25][C:26]([CH3:29])([CH3:28])[CH3:27])[C:16]([CH2:31][CH2:32][CH3:33])=[N:15][C:14]=1C#N. The catalyst is C(Cl)(Cl)Cl. The product is [C:13]([C:14]1[N:15]=[C:16]([CH2:31][CH2:32][CH3:33])[N:17]([CH2:18][CH2:19][O:20][CH2:21][CH2:22][NH:23][C:24](=[O:30])[O:25][C:26]([CH3:27])([CH3:28])[CH3:29])[C:10]=1[I:11])#[N:12]. The yield is 0.660. (6) The reactants are [Cl:1][C:2]1[CH:3]=[CH:4][C:5]2[O:9][C:8]([S:10][C:11]3[CH:12]=[CH:13][C:14](=[O:17])[NH:15][N:16]=3)=[C:7]([CH3:18])[C:6]=2[CH:19]=1.C(OO)(=[O:22])C. The catalyst is C(O)(=O)C. The product is [Cl:1][C:2]1[CH:3]=[CH:4][C:5]2[O:9][C:8]([S:10]([C:11]3[CH:12]=[CH:13][C:14](=[O:17])[NH:15][N:16]=3)=[O:22])=[C:7]([CH3:18])[C:6]=2[CH:19]=1. The yield is 0.730. (7) The product is [CH3:24][CH:19]1[CH:20]([CH3:21])[O:8][C:7]2([CH:2]=[C:3]([CH3:10])[C:4](=[O:9])[C:5]([CH3:11])=[CH:6]2)[O:18]1. The reactants are C[C:2]1[C:7](=[O:8])[CH:6]=[CH:5][C:4](=[O:9])[C:3]=1[CH3:10].[CH:11](OC)(OC)OC.[OH2:18].[C:19]1(C)[CH:24]=CC=[CH:21][CH:20]=1. The yield is 0.920. The catalyst is CC(O)C(O)C.C1(C)C=CC(S(O)(=O)=O)=CC=1. (8) The reactants are Cl.Cl.[C:3]([C:7]1[CH:12]=[CH:11][CH:10]=[CH:9][C:8]=1[N:13]1[CH2:18][CH2:17][NH:16][CH2:15][CH2:14]1)([CH3:6])([CH3:5])[CH3:4].[OH:19][C:20]1[CH:24]=[C:23]([C:25]([OH:27])=O)[O:22][N:21]=1.C(N(CC)CC)C.CCN=C=NCCCN(C)C.C1C=CC2N(O)N=NC=2C=1.Br[CH2:57][C:58]([O:60][C:61]([CH3:64])([CH3:63])[CH3:62])=[O:59].C(=O)([O-])[O-].[K+].[K+]. The catalyst is CN(C)C=O.O. The product is [C:3]([C:7]1[CH:12]=[CH:11][CH:10]=[CH:9][C:8]=1[N:13]1[CH2:18][CH2:17][N:16]([C:25]([C:23]2[O:22][N:21]=[C:20]([O:19][CH2:57][C:58]([O:60][C:61]([CH3:64])([CH3:63])[CH3:62])=[O:59])[CH:24]=2)=[O:27])[CH2:15][CH2:14]1)([CH3:6])([CH3:4])[CH3:5]. The yield is 0.590. (9) The reactants are Cl.[NH2:2][OH:3].C[O-].[Na+].CO.C[O:10][C:11](=O)[CH:12]([NH:19][C:20](=[O:42])[C:21]1[CH:26]=[CH:25][C:24]([C:27]#[C:28][C:29]2[CH:34]=[CH:33][C:32]([CH2:35][N:36]3[CH2:41][CH2:40][O:39][CH2:38][CH2:37]3)=[CH:31][CH:30]=2)=[CH:23][CH:22]=1)[CH:13]1[CH2:18][CH2:17][O:16][CH2:15][CH2:14]1.Cl. The catalyst is CO.C1COCC1.CO. The product is [OH:3][NH:2][C:11]([CH:12]([CH:13]1[CH2:18][CH2:17][O:16][CH2:15][CH2:14]1)[NH:19][C:20](=[O:42])[C:21]1[CH:22]=[CH:23][C:24]([C:27]#[C:28][C:29]2[CH:34]=[CH:33][C:32]([CH2:35][N:36]3[CH2:41][CH2:40][O:39][CH2:38][CH2:37]3)=[CH:31][CH:30]=2)=[CH:25][CH:26]=1)=[O:10]. The yield is 0.370.